Dataset: Blood-brain barrier permeability classification from the B3DB database. Task: Regression/Classification. Given a drug SMILES string, predict its absorption, distribution, metabolism, or excretion properties. Task type varies by dataset: regression for continuous measurements (e.g., permeability, clearance, half-life) or binary classification for categorical outcomes (e.g., BBB penetration, CYP inhibition). Dataset: b3db_classification. (1) The compound is CCCCN1CCCCC1C(=O)Nc1c(C)cccc1C. The result is 0 (does not penetrate BBB). (2) The drug is COC1=CC(=O)OC1C(O)c1ccccc1Cl. The result is 1 (penetrates BBB).